Task: Regression/Classification. Given a drug SMILES string, predict its absorption, distribution, metabolism, or excretion properties. Task type varies by dataset: regression for continuous measurements (e.g., permeability, clearance, half-life) or binary classification for categorical outcomes (e.g., BBB penetration, CYP inhibition). Dataset: cyp2d6_veith.. Dataset: CYP2D6 inhibition data for predicting drug metabolism from PubChem BioAssay The molecule is C/C(CCN1CCCc2nc(C)c(C)cc21)=N\O[C@@H](C)CN1CCCCc2nc(C)c(C)cc21. The result is 0 (non-inhibitor).